This data is from NCI-60 drug combinations with 297,098 pairs across 59 cell lines. The task is: Regression. Given two drug SMILES strings and cell line genomic features, predict the synergy score measuring deviation from expected non-interaction effect. (1) Drug 1: CC1=C(C=C(C=C1)C(=O)NC2=CC(=CC(=C2)C(F)(F)F)N3C=C(N=C3)C)NC4=NC=CC(=N4)C5=CN=CC=C5. Synergy scores: CSS=14.1, Synergy_ZIP=1.36, Synergy_Bliss=5.36, Synergy_Loewe=-0.614, Synergy_HSA=0.753. Drug 2: CC1=C2C(C(=O)C3(C(CC4C(C3C(C(C2(C)C)(CC1OC(=O)C(C(C5=CC=CC=C5)NC(=O)OC(C)(C)C)O)O)OC(=O)C6=CC=CC=C6)(CO4)OC(=O)C)O)C)O. Cell line: SK-OV-3. (2) Drug 1: C1=NC2=C(N1)C(=S)N=CN2. Drug 2: COCCOC1=C(C=C2C(=C1)C(=NC=N2)NC3=CC=CC(=C3)C#C)OCCOC.Cl. Cell line: HOP-92. Synergy scores: CSS=35.8, Synergy_ZIP=2.68, Synergy_Bliss=2.55, Synergy_Loewe=-5.32, Synergy_HSA=5.48. (3) Drug 1: CC=C1C(=O)NC(C(=O)OC2CC(=O)NC(C(=O)NC(CSSCCC=C2)C(=O)N1)C(C)C)C(C)C. Drug 2: CC12CCC3C(C1CCC2O)C(CC4=C3C=CC(=C4)O)CCCCCCCCCS(=O)CCCC(C(F)(F)F)(F)F. Cell line: TK-10. Synergy scores: CSS=2.42, Synergy_ZIP=-4.86, Synergy_Bliss=5.99, Synergy_Loewe=-20.5, Synergy_HSA=1.95. (4) Drug 1: C1C(C(OC1N2C=C(C(=O)NC2=O)F)CO)O. Drug 2: CCC1(C2=C(COC1=O)C(=O)N3CC4=CC5=C(C=CC(=C5CN(C)C)O)N=C4C3=C2)O.Cl. Cell line: RXF 393. Synergy scores: CSS=16.6, Synergy_ZIP=-4.64, Synergy_Bliss=-0.411, Synergy_Loewe=-8.70, Synergy_HSA=-2.85. (5) Drug 1: CN1CCC(CC1)COC2=C(C=C3C(=C2)N=CN=C3NC4=C(C=C(C=C4)Br)F)OC. Drug 2: C1CCC(CC1)NC(=O)N(CCCl)N=O. Cell line: NCI-H226. Synergy scores: CSS=18.0, Synergy_ZIP=-2.79, Synergy_Bliss=-0.961, Synergy_Loewe=-3.20, Synergy_HSA=-0.214. (6) Drug 1: CN1C(=O)N2C=NC(=C2N=N1)C(=O)N. Drug 2: C(CN)CNCCSP(=O)(O)O. Cell line: M14. Synergy scores: CSS=1.20, Synergy_ZIP=2.11, Synergy_Bliss=2.75, Synergy_Loewe=2.31, Synergy_HSA=-0.290.